This data is from Full USPTO retrosynthesis dataset with 1.9M reactions from patents (1976-2016). The task is: Predict the reactants needed to synthesize the given product. (1) Given the product [NH:7]1[CH:11]=[C:10]([C:12]2[CH:17]=[N:16][N:15]3[C:18]([C:21]4[CH:22]=[C:23]([NH:27][C:28]([NH:30][CH2:31][C:32]([F:33])([F:35])[F:34])=[O:29])[CH:24]=[CH:25][CH:26]=4)=[CH:19][N:20]=[C:14]3[CH:13]=2)[CH:9]=[N:8]1, predict the reactants needed to synthesize it. The reactants are: N1CCC([N:7]2[CH:11]=[C:10]([C:12]3[CH:17]=[N:16][N:15]4[C:18]([C:21]5[CH:22]=[C:23]([NH:27][C:28]([NH:30][CH2:31][C:32]([F:35])([F:34])[F:33])=[O:29])[CH:24]=[CH:25][CH:26]=5)=[CH:19][N:20]=[C:14]4[CH:13]=3)[CH:9]=[N:8]2)CC1.C1(CC(Cl)=O)CCCC1. (2) Given the product [CH2:29]([N:28]([CH2:33][CH:34]([CH3:36])[CH3:35])[C:14]1[CH:13]=[CH:12][C:11]([C:2]2[CH2:3][CH2:4][CH2:5][C:1]=2[C:6]([O:8][CH3:9])=[O:7])=[CH:16][C:15]=1[NH:17][C:18]([NH:20][C:21]1[CH:26]=[CH:25][C:24]([CH3:27])=[CH:23][CH:22]=1)=[O:19])[CH:30]([CH3:32])[CH3:31], predict the reactants needed to synthesize it. The reactants are: [C:1]1([C:6]([O:8][CH3:9])=[O:7])[CH2:5][CH2:4][CH2:3][CH:2]=1.Br[C:11]1[CH:12]=[CH:13][C:14]([N:28]([CH2:33][CH:34]([CH3:36])[CH3:35])[CH2:29][CH:30]([CH3:32])[CH3:31])=[C:15]([NH:17][C:18]([NH:20][C:21]2[CH:26]=[CH:25][C:24]([CH3:27])=[CH:23][CH:22]=2)=[O:19])[CH:16]=1.C1(C)C=CC=CC=1P(C1C=CC=CC=1C)C1C=CC=CC=1C. (3) Given the product [C:14]([C:2]1[C:10]2[CH:9]=[CH:8][S:7][C:6]=2[C:5]([O:11][CH3:12])=[CH:4][CH:3]=1)#[N:15], predict the reactants needed to synthesize it. The reactants are: Br[C:2]1[C:10]2[CH:9]=[CH:8][S:7][C:6]=2[C:5]([O:11][CH3:12])=[CH:4][CH:3]=1.[Cu][C:14]#[N:15].Cl.C#N. (4) Given the product [Cl:49][C:50]1[CH:51]=[C:52]([N:56]2[C:60]([CH2:61][NH:62][C:13](=[O:15])[CH:12]([C:4]3[CH:5]=[CH:6][C:7]([S:8]([CH3:11])(=[O:9])=[O:10])=[C:2]([F:1])[CH:3]=3)[CH3:16])=[CH:59][C:58]([C:63]([F:64])([F:65])[F:66])=[N:57]2)[CH:53]=[CH:54][CH:55]=1, predict the reactants needed to synthesize it. The reactants are: [F:1][C:2]1[CH:3]=[C:4]([CH:12]([CH3:16])[C:13]([OH:15])=O)[CH:5]=[CH:6][C:7]=1[S:8]([CH3:11])(=[O:10])=[O:9].ON1C2C=CC=CC=2N=N1.F[B-](F)(F)F.C[N+](C)=C(N(C)C)O.C(N(C(C)C)C(C)C)C.[Cl:49][C:50]1[CH:51]=[C:52]([N:56]2[C:60]([CH2:61][NH2:62])=[CH:59][C:58]([C:63]([F:66])([F:65])[F:64])=[N:57]2)[CH:53]=[CH:54][CH:55]=1. (5) Given the product [CH3:16][O:15][C:12]1[CH:13]=[CH:14][C:9]([CH:5]([O:4][C:1](=[O:3])[CH3:2])[C:6](=[O:8])[NH:17][C:18]2[CH:23]=[CH:22][CH:21]=[CH:20][N:19]=2)=[CH:10][CH:11]=1, predict the reactants needed to synthesize it. The reactants are: [C:1]([O:4][CH:5]([C:9]1[CH:14]=[CH:13][C:12]([O:15][CH3:16])=[CH:11][CH:10]=1)[C:6]([OH:8])=O)(=[O:3])[CH3:2].[NH2:17][C:18]1[CH:23]=[CH:22][CH:21]=[CH:20][N:19]=1.